Task: Predict the product of the given reaction.. Dataset: Forward reaction prediction with 1.9M reactions from USPTO patents (1976-2016) (1) The product is: [Br:1][C:2]1[CH:6]=[CH:5][N:4]([CH2:7][CH2:8][NH:9][C:10](=[O:39])[CH3:23])[N:3]=1. Given the reactants [Br:1][C:2]1[CH:6]=[CH:5][N:4]([CH2:7][CH2:8][NH:9][C:10]([C:23]2C=CC=CC=2)(C2C=CC=CC=2)C2C=CC=CC=2)[N:3]=1.C([SiH](CC)CC)C.FC(F)(F)C(O)=[O:39], predict the reaction product. (2) Given the reactants [C:1]1([C:7](=[N:14][CH2:15][C:16]([O:18][CH2:19][CH3:20])=[O:17])[C:8]2[CH:13]=[CH:12][CH:11]=[CH:10][CH:9]=2)[CH:6]=[CH:5][CH:4]=[CH:3][CH:2]=1.Br[C:22]1[CH:27]=[N:26][CH:25]=[CH:24][N:23]=1.C(=O)([O-])[O-].[K+].[K+].O, predict the reaction product. The product is: [C:1]1([C:7](=[N:14][CH:15]([C:22]2[CH:27]=[N:26][CH:25]=[CH:24][N:23]=2)[C:16]([O:18][CH2:19][CH3:20])=[O:17])[C:8]2[CH:9]=[CH:10][CH:11]=[CH:12][CH:13]=2)[CH:2]=[CH:3][CH:4]=[CH:5][CH:6]=1. (3) Given the reactants Cl.[Cl:2][C:3]1[N:8]=[CH:7][C:6]([C:9]([C:11]2[N:12]([CH3:16])[CH:13]=[CH:14][CH:15]=2)=[O:10])=[CH:5][CH:4]=1.[Cl:17][C:18]1[CH:26]=[CH:25][C:21]([C:22](Cl)=[O:23])=[CH:20][CH:19]=1, predict the reaction product. The product is: [Cl:17][C:18]1[CH:26]=[CH:25][C:21]([C:22]([C:14]2[CH:15]=[C:11]([C:9]([C:6]3[CH:7]=[N:8][C:3]([Cl:2])=[CH:4][CH:5]=3)=[O:10])[N:12]([CH3:16])[CH:13]=2)=[O:23])=[CH:20][CH:19]=1. (4) Given the reactants [CH3:1][C:2]1[CH:7]=[C:6]([CH3:8])[CH:5]=[C:4]([CH3:9])[C:3]=1[N:10]=[C:11]=[O:12].Cl[C:14]1[CH:19]=[CH:18][CH:17]=[C:16](C)[C:15]=1[N:21]=C=O.[CH2:24]1[CH2:29]CC(N(C(OCC2C3C(=CC=CC=3)C3C2=CC=CC=3)=O)CC(O)=O)[CH2:26][CH2:25]1.[CH2:52]1[CH2:57][CH2:56][CH:55]([C@H:58]([NH:62][C:63]([O:65]CC2C3C(=CC=CC=3)C3C2=CC=CC=3)=O)[C:59]([OH:61])=[O:60])[CH2:54][CH2:53]1, predict the reaction product. The product is: [CH:55]1([C@@H:58]([NH:62][C:63]([C:14]2[C:15]([NH:21][C:11]([NH:10][C:3]3[C:2]([CH3:1])=[CH:7][C:6]([CH3:8])=[CH:5][C:4]=3[CH3:9])=[O:12])=[CH:16][C:17]3[C:18](=[CH:29][CH:24]=[CH:25][CH:26]=3)[CH:19]=2)=[O:65])[C:59]([OH:61])=[O:60])[CH2:54][CH2:53][CH2:52][CH2:57][CH2:56]1. (5) Given the reactants C([O:8][C:9]1[N:14]=[C:13]2[NH:15][CH:16]=[N:17][C:12]2=[CH:11][CH:10]=1)C1C=CC=CC=1.[F:18][C:19]1[CH:24]=[CH:23][CH:22]=[CH:21][C:20]=1B(O)O, predict the reaction product. The product is: [F:18][C:19]1[CH:24]=[CH:23][CH:22]=[CH:21][C:20]=1[N:15]1[C:13]2=[N:14][C:9]([OH:8])=[CH:10][CH:11]=[C:12]2[N:17]=[CH:16]1. (6) Given the reactants [ClH:1].[F:2][C:3]1[CH:4]=[CH:5][C:6]([CH3:11])=[C:7]([NH:9]N)[CH:8]=1.O.Cl.[NH:14]1[CH2:19][CH2:18][C:17](=O)[CH2:16][CH2:15]1.Cl, predict the reaction product. The product is: [ClH:1].[F:2][C:3]1[C:8]2[C:16]3[CH2:15][NH:14][CH2:19][CH2:18][C:17]=3[NH:9][C:7]=2[C:6]([CH3:11])=[CH:5][CH:4]=1.